This data is from Full USPTO retrosynthesis dataset with 1.9M reactions from patents (1976-2016). The task is: Predict the reactants needed to synthesize the given product. (1) Given the product [F:22][C:23]1[CH:24]=[CH:25][C:26]([C@@H:29]([NH:31][C:2]2[N:7]=[C:6]([NH:8][C:9]3[CH:13]=[C:12]([O:14][CH:15]([CH3:17])[CH3:16])[NH:11][N:10]=3)[C:5]([N+:18]([O-:20])=[O:19])=[CH:4][N:3]=2)[CH3:30])=[N:27][CH:28]=1, predict the reactants needed to synthesize it. The reactants are: Cl[C:2]1[N:7]=[C:6]([NH:8][C:9]2[CH:13]=[C:12]([O:14][CH:15]([CH3:17])[CH3:16])[NH:11][N:10]=2)[C:5]([N+:18]([O-:20])=[O:19])=[CH:4][N:3]=1.Cl.[F:22][C:23]1[CH:24]=[CH:25][C:26]([C@@H:29]([NH2:31])[CH3:30])=[N:27][CH:28]=1.C(N(C(C)C)CC)(C)C. (2) Given the product [C:17]([O:16][C:14]([N:8]1[CH2:9][C:10]2([CH2:13][N:12]([C:31]3([C:43]4[CH:48]=[C:47]([O:49][CH3:50])[CH:46]=[CH:45][C:44]=4[O:51][CH2:52][CH3:53])[C:39]4[C:34](=[CH:35][CH:36]=[C:37]([C:40]#[N:41])[CH:38]=4)[NH:33][C:32]3=[O:42])[CH2:11]2)[CH2:7]1)=[O:15])([CH3:20])([CH3:19])[CH3:18], predict the reactants needed to synthesize it. The reactants are: O(C#COO)O.[CH2:7]1[C:10]2([CH2:13][NH:12][CH2:11]2)[CH2:9][N:8]1[C:14]([O:16][C:17]([CH3:20])([CH3:19])[CH3:18])=[O:15].CCN(C(C)C)C(C)C.Cl[C:31]1([C:43]2[CH:48]=[C:47]([O:49][CH3:50])[CH:46]=[CH:45][C:44]=2[O:51][CH2:52][CH3:53])[C:39]2[C:34](=[CH:35][CH:36]=[C:37]([C:40]#[N:41])[CH:38]=2)[NH:33][C:32]1=[O:42].O. (3) Given the product [CH3:1][O:2][C:3](=[O:34])[C@@H:4]([NH:14][C:15]([C:17]1[S:21][C:20]([NH:22][C:23](=[O:32])[CH2:24][C:25]2[CH:30]=[CH:29][CH:28]=[C:27]([OH:31])[CH:26]=2)=[N:19][C:18]=1[CH3:33])=[O:16])[CH2:5][NH:6][C:7](=[O:9])[C:40]1[CH:39]=[C:83]([F:85])[CH:84]=[C:76]([F:75])[CH:77]=1, predict the reactants needed to synthesize it. The reactants are: [CH3:1][O:2][C:3](=[O:34])[C@@H:4]([NH:14][C:15]([C:17]1[S:21][C:20]([NH:22][C:23](=[O:32])[CH2:24][C:25]2[CH:30]=[CH:29][CH:28]=[C:27]([OH:31])[CH:26]=2)=[N:19][C:18]=1[CH3:33])=[O:16])[CH2:5][NH:6][C:7]([O:9]C(C)(C)C)=O.O1[CH2:40][CH2:39]OCC1.CN(C(ON1N=NC2C=CC=CC1=2)=[N+](C)C)C.F[P-](F)(F)(F)(F)F.C1C=CC2N(O)N=NC=2C=1.[F:75][C:76]1[CH:77]=C(C=[C:83]([F:85])[CH:84]=1)C(O)=O.C(N(CC)CC)C. (4) Given the product [CH2:15]([N:14]1[C:13]2[CH:17]=[CH:18][C:19]([S:21]([C:24]([F:26])([F:25])[F:27])(=[O:22])=[O:23])=[CH:20][C:12]=2[N:11]=[C:10]1[C:7]1[CH:6]=[CH:5][C:4]([C:3]([OH:28])=[O:2])=[CH:9][CH:8]=1)[CH3:16], predict the reactants needed to synthesize it. The reactants are: C[O:2][C:3](=[O:28])[C:4]1[CH:9]=[CH:8][C:7]([C:10]2[N:14]([CH2:15][CH3:16])[C:13]3[CH:17]=[CH:18][C:19]([S:21]([C:24]([F:27])([F:26])[F:25])(=[O:23])=[O:22])=[CH:20][C:12]=3[N:11]=2)=[CH:6][CH:5]=1.[OH-].[Na+].